Regression. Given two drug SMILES strings and cell line genomic features, predict the synergy score measuring deviation from expected non-interaction effect. From a dataset of NCI-60 drug combinations with 297,098 pairs across 59 cell lines. (1) Synergy scores: CSS=-4.19, Synergy_ZIP=3.16, Synergy_Bliss=0.727, Synergy_Loewe=-6.35, Synergy_HSA=-5.17. Drug 2: C1C(C(OC1N2C=NC3=C(N=C(N=C32)Cl)N)CO)O. Cell line: EKVX. Drug 1: C1=CC(=CC=C1C#N)C(C2=CC=C(C=C2)C#N)N3C=NC=N3. (2) Drug 1: CN1C(=O)N2C=NC(=C2N=N1)C(=O)N. Drug 2: C1CC(=O)NC(=O)C1N2C(=O)C3=CC=CC=C3C2=O. Cell line: UO-31. Synergy scores: CSS=3.95, Synergy_ZIP=-1.10, Synergy_Bliss=1.97, Synergy_Loewe=-2.36, Synergy_HSA=0.431. (3) Drug 1: C1CCC(C1)C(CC#N)N2C=C(C=N2)C3=C4C=CNC4=NC=N3. Drug 2: CNC(=O)C1=CC=CC=C1SC2=CC3=C(C=C2)C(=NN3)C=CC4=CC=CC=N4. Cell line: K-562. Synergy scores: CSS=32.5, Synergy_ZIP=2.15, Synergy_Bliss=7.55, Synergy_Loewe=-4.04, Synergy_HSA=6.33.